This data is from Forward reaction prediction with 1.9M reactions from USPTO patents (1976-2016). The task is: Predict the product of the given reaction. (1) Given the reactants [C:1]([O:5][C:6](=[O:28])[C:7]1[CH:12]=[CH:11][C:10]([N:13]2[CH2:18][CH2:17][N:16]([C:19]3[CH:24]=[CH:23][C:22]([C:25]([OH:27])=O)=[CH:21][CH:20]=3)[CH2:15][CH2:14]2)=[CH:9][CH:8]=1)([CH3:4])([CH3:3])[CH3:2].[C:29]([Cl:34])(=O)[C:30](Cl)=O.FC1C=[CH:41][C:40]([C:43]([F:46])([F:45])[F:44])=[CH:39][C:37]=1[NH2:38].C(N(CC)CC)C, predict the reaction product. The product is: [C:1]([O:5][C:6](=[O:28])[C:7]1[CH:8]=[CH:9][C:10]([N:13]2[CH2:18][CH2:17][N:16]([C:19]3[CH:24]=[CH:23][C:22]([C:25](=[O:27])[NH:38][C:37]4[CH:39]=[C:40]([C:43]([F:46])([F:45])[F:44])[CH:41]=[CH:30][C:29]=4[Cl:34])=[CH:21][CH:20]=3)[CH2:15][CH2:14]2)=[CH:11][CH:12]=1)([CH3:3])([CH3:2])[CH3:4]. (2) Given the reactants [C:1]([C:3]1[CH:4]=[CH:5][C:6]([C:9]([O:11]C)=[O:10])=[N:7][CH:8]=1)#[N:2].[OH-].[Na+].Cl, predict the reaction product. The product is: [C:1]([C:3]1[CH:4]=[CH:5][C:6]([C:9]([OH:11])=[O:10])=[N:7][CH:8]=1)#[N:2]. (3) Given the reactants [CH2:1]([O:8][C:9]([CH2:11][N:12]1[CH2:25][CH2:24][CH2:23][NH:22][CH2:21][CH2:20][N:19]([CH2:26][C:27]([O:29][CH2:30][C:31]2[CH:36]=[CH:35][CH:34]=[CH:33][CH:32]=2)=[O:28])[CH2:18][CH2:17][CH2:16][NH:15][CH2:14][CH2:13]1)=[O:10])[C:2]1[CH:7]=[CH:6][CH:5]=[CH:4][CH:3]=1.[N+:37]([C:40]1[CH:48]=[CH:47][C:43]([CH2:44][CH2:45]Br)=[CH:42][CH:41]=1)([O-:39])=[O:38].C([O-])([O-])=O.[K+].[K+], predict the reaction product. The product is: [CH2:1]([O:8][C:9]([CH2:11][N:12]1[CH2:25][CH2:24][CH2:23][NH:22][CH2:21][CH2:20][N:19]([CH2:26][C:27]([O:29][CH2:30][C:31]2[CH:36]=[CH:35][CH:34]=[CH:33][CH:32]=2)=[O:28])[CH2:18][CH2:17][CH2:16][N:15]([CH2:45][CH2:44][C:43]2[CH:42]=[CH:41][C:40]([N+:37]([O-:39])=[O:38])=[CH:48][CH:47]=2)[CH2:14][CH2:13]1)=[O:10])[C:2]1[CH:7]=[CH:6][CH:5]=[CH:4][CH:3]=1. (4) Given the reactants [O:1]1[C:11]2[C:6](=[CH:7][CH:8]=[CH:9][CH:10]=2)[CH:5]=[CH:4][C:2]1=[O:3].[CH:12]1[CH:13]=[CH:14][C:15]([CH2:18][CH2:19][OH:20])=[CH:16][CH:17]=1.[H-].[Na+], predict the reaction product. The product is: [CH2:19]([O:20][C:2](=[O:3])[CH:4]=[CH:5][C:6]1[CH:7]=[CH:8][CH:9]=[CH:10][C:11]=1[OH:1])[CH2:18][C:15]1[CH:16]=[CH:17][CH:12]=[CH:13][CH:14]=1. (5) Given the reactants Cl[C:2]1[N:3]=[N:4][CH:5]=[C:6]([Cl:9])[C:7]=1Cl.CC1C=CC(S(O)(=O)=O)=CC=1.[Cl:21][C:22]1[C:27]([Cl:28])=[CH:26][CH:25]=[CH:24][C:23]=1[CH:29]1[CH2:34][CH2:33][NH:32][CH2:31][CH2:30]1.C(=O)([O-])[O-].[K+].[K+].[NH2:41][NH2:42], predict the reaction product. The product is: [Cl:9][C:6]1[C:7]([N:32]2[CH2:33][CH2:34][CH:29]([C:23]3[CH:24]=[CH:25][CH:26]=[C:27]([Cl:28])[C:22]=3[Cl:21])[CH2:30][CH2:31]2)=[CH:2][N:3]=[N:4][C:5]=1[NH:41][NH2:42]. (6) Given the reactants [CH:1]([C:3]1[CH:4]=[C:5]([S:12][C:13]2[CH:14]=[C:15]([NH:19][S:20]([C:23]3[CH:28]=[CH:27][CH:26]=[CH:25][CH:24]=3)(=[O:22])=[O:21])[CH:16]=[CH:17][CH:18]=2)[CH:6]=[CH:7][C:8]=1[N+:9]([O-:11])=[O:10])=[O:2].ClC1C=C(C(OO)=[O:37])C=CC=1.C([O-])(O)=O.[Na+], predict the reaction product. The product is: [CH:1]([C:3]1[CH:4]=[C:5]([S:12]([C:13]2[CH:14]=[C:15]([NH:19][S:20]([C:23]3[CH:28]=[CH:27][CH:26]=[CH:25][CH:24]=3)(=[O:22])=[O:21])[CH:16]=[CH:17][CH:18]=2)=[O:37])[CH:6]=[CH:7][C:8]=1[N+:9]([O-:11])=[O:10])=[O:2]. (7) Given the reactants C(OC(=O)C(OC1C=C(O)C=CC=1CCCC)(C)C)C.C(=O)([O-])[O-].[K+].[K+].C([O:29][C:30](=[O:66])[C:31]([O:34][C:35]1[CH:40]=[C:39]([O:41][CH2:42][CH2:43][C:44]2[N:45]=[C:46]([C:50]3[CH:51]=[C:52]([C:56]4[CH:61]=[CH:60][CH:59]=[CH:58][CH:57]=4)[CH:53]=[CH:54][CH:55]=3)[O:47][C:48]=2[CH3:49])[CH:38]=[CH:37][C:36]=1[CH2:62][CH2:63][CH2:64][CH3:65])([CH3:33])[CH3:32])C.[OH-].[Na+], predict the reaction product. The product is: [C:52]1([C:56]2[CH:57]=[CH:58][CH:59]=[CH:60][CH:61]=2)[CH:53]=[CH:54][CH:55]=[C:50]([C:46]2[O:47][C:48]([CH3:49])=[C:44]([CH2:43][CH2:42][O:41][C:39]3[CH:38]=[CH:37][C:36]([CH2:62][CH2:63][CH2:64][CH3:65])=[C:35]([CH:40]=3)[O:34][C:31]([CH3:32])([CH3:33])[C:30]([OH:66])=[O:29])[N:45]=2)[CH:51]=1.